This data is from CYP2C19 inhibition data for predicting drug metabolism from PubChem BioAssay. The task is: Regression/Classification. Given a drug SMILES string, predict its absorption, distribution, metabolism, or excretion properties. Task type varies by dataset: regression for continuous measurements (e.g., permeability, clearance, half-life) or binary classification for categorical outcomes (e.g., BBB penetration, CYP inhibition). Dataset: cyp2c19_veith. (1) The drug is Cn1c(=O)c(-c2cccs2)nc2cncnc21. The result is 0 (non-inhibitor). (2) The drug is O=C(O)COc1c(Cl)cc(Cl)c2cccnc12. The result is 0 (non-inhibitor). (3) The molecule is COC(=O)Sc1nnc(-c2ccc(Br)cc2)o1. The result is 1 (inhibitor). (4) The drug is CC(=O)c1sc(N)c(C(=O)OC(C)C)c1C. The result is 1 (inhibitor). (5) The compound is CCn1c(SCc2cccc(Cl)c2)nnc1-c1cnn(-c2ccccc2)c1C(F)(F)F. The result is 1 (inhibitor). (6) The molecule is CN1CCC2(CC1)CCN(C(=O)c1cccc(F)c1)CC2. The result is 0 (non-inhibitor).